Dataset: PAMPA (Parallel Artificial Membrane Permeability Assay) permeability data from NCATS. Task: Regression/Classification. Given a drug SMILES string, predict its absorption, distribution, metabolism, or excretion properties. Task type varies by dataset: regression for continuous measurements (e.g., permeability, clearance, half-life) or binary classification for categorical outcomes (e.g., BBB penetration, CYP inhibition). Dataset: pampa_ncats. The compound is C1COCCN1C(=O)C2=NC(=C3N2C=CC=C3)C4=CN=CC=C4. The result is 1 (high permeability).